Dataset: Reaction yield outcomes from USPTO patents with 853,638 reactions. Task: Predict the reaction yield, written as a fraction of the theoretical maximum amount of product (1.0 means a 100% yield; for example, 0.34 means a 34% yield). (1) The reactants are [NH:1]1[C:9]2[C:4](=[CH:5][CH:6]=[CH:7][CH:8]=2)[C:3]2([CH2:13][CH2:12][CH2:11][CH2:10]2)[C:2]1=[O:14].C([O-])(=O)C.[Na+].[Br:20]Br.C(=O)([O-])O.[Na+]. The catalyst is C(O)(=O)C. The product is [Br:20][CH:13]1[C:3]2([C:4]3[C:9](=[CH:8][CH:7]=[CH:6][CH:5]=3)[NH:1][C:2]2=[O:14])[CH2:10][CH2:11][CH2:12]1. The yield is 0.960. (2) The yield is 0.540. The product is [Br:11][C:12]1[CH:13]=[C:14]([C:2]2[N:7]=[C:6]([C:8]([NH2:10])=[O:9])[CH:5]=[CH:4][N:3]=2)[CH:15]=[C:16]([CH3:18])[CH:17]=1. No catalyst specified. The reactants are Cl[C:2]1[N:7]=[C:6]([C:8]([NH2:10])=[O:9])[CH:5]=[CH:4][N:3]=1.[Br:11][C:12]1[CH:13]=[C:14](B(O)O)[CH:15]=[C:16]([CH3:18])[CH:17]=1. (3) The reactants are C1(P(C2C=CC=CC=2)C2C=CC=CC=2)C=CC=CC=1.N(C(OCC)=O)=NC(OCC)=O.P([N:48]=[N+:49]=[N-:50])(=O)(OC1C=CC=CC=1)OC1C=CC=CC=1.[CH3:51][O:52][C:53](=[O:76])[C@H:54]([CH2:63][CH2:64][C@H:65](O)[CH2:66][O:67][Si:68]([C:71]([CH3:74])([CH3:73])[CH3:72])([CH3:70])[CH3:69])[NH:55][C:56]([O:58][C:59]([CH3:62])([CH3:61])[CH3:60])=[O:57]. The catalyst is O1CCCC1. The product is [CH3:51][O:52][C:53](=[O:76])[C@H:54]([CH2:63][CH2:64][C@@H:65]([N:48]=[N+:49]=[N-:50])[CH2:66][O:67][Si:68]([C:71]([CH3:74])([CH3:73])[CH3:72])([CH3:70])[CH3:69])[NH:55][C:56]([O:58][C:59]([CH3:62])([CH3:61])[CH3:60])=[O:57]. The yield is 0.800. (4) The reactants are [Cl:1][C:2]1[CH:10]=[CH:9][C:5]([C:6]([NH2:8])=O)=[C:4]([O:11][CH2:12][C:13]([F:16])([F:15])[F:14])[N:3]=1.N1C=CC=CC=1.O=P(Cl)(Cl)Cl.[OH-].[Na+]. The catalyst is C(#N)C.CCOC(C)=O. The product is [Cl:1][C:2]1[CH:10]=[CH:9][C:5]([C:6]#[N:8])=[C:4]([O:11][CH2:12][C:13]([F:14])([F:16])[F:15])[N:3]=1. The yield is 0.920.